Dataset: Forward reaction prediction with 1.9M reactions from USPTO patents (1976-2016). Task: Predict the product of the given reaction. (1) Given the reactants [OH:1][CH2:2][C@@H:3]1[CH2:12][C:11]2[C:6](=[CH:7][CH:8]=[CH:9][CH:10]=2)[CH2:5][N:4]1[C:13](=[O:33])[C@@H:14]([NH:19][C:20](=[O:32])[C@@H:21]([N:23]([CH3:31])[C:24](=[O:30])[O:25][C:26]([CH3:29])([CH3:28])[CH3:27])[CH3:22])[C:15]([CH3:18])([CH3:17])[CH3:16].CC(OI1(OC(C)=O)(OC(C)=O)OC(=O)C2C=CC=CC1=2)=O, predict the reaction product. The product is: [CH:2]([C@@H:3]1[CH2:12][C:11]2[C:6](=[CH:7][CH:8]=[CH:9][CH:10]=2)[CH2:5][N:4]1[C:13](=[O:33])[C@@H:14]([NH:19][C:20](=[O:32])[C@@H:21]([N:23]([CH3:31])[C:24](=[O:30])[O:25][C:26]([CH3:29])([CH3:28])[CH3:27])[CH3:22])[C:15]([CH3:18])([CH3:17])[CH3:16])=[O:1]. (2) Given the reactants [C:1]([C:4]1[C:34](=[O:35])[C@@:8]2([CH3:36])[C:9]3[C:15]([OH:16])=[CH:14][C:13]([O:17][CH3:18])=[C:12]([C:19]([NH:21][CH2:22][C:23]4[C:32]5[C:27](=[CH:28][CH:29]=[CH:30][CH:31]=5)[CH:26]=[CH:25][C:24]=4[CH3:33])=[O:20])[C:10]=3[O:11][C:7]2=[CH:6][C:5]=1[OH:37])(=O)[CH3:2].[C:38]([CH2:41][O:42][NH2:43])([OH:40])=[O:39].C(=O)(O)[O-].[Na+], predict the reaction product. The product is: [OH:37][C:5]1[CH:6]=[C:7]2[O:11][C:10]3[C:12]([C:19]([NH:21][CH2:22][C:23]4[C:32]5[C:27](=[CH:28][CH:29]=[CH:30][CH:31]=5)[CH:26]=[CH:25][C:24]=4[CH3:33])=[O:20])=[C:13]([O:17][CH3:18])[CH:14]=[C:15]([OH:16])[C:9]=3[C@:8]2([CH3:36])[C:34](=[O:35])[C:4]=1/[C:1](=[N:43]/[O:42][CH2:41][C:38]([OH:40])=[O:39])/[CH3:2]. (3) The product is: [Cl:11][C:6]1[CH:7]=[CH:8][CH:9]=[CH:10][C:5]=1[C:3]1[N:22]=[C:20]([NH:19][C:16]2[CH:17]=[CH:18][C:13]([OH:12])=[CH:14][CH:15]=2)[S:21][CH:2]=1. Given the reactants Br[CH2:2][C:3]([C:5]1[CH:10]=[CH:9][CH:8]=[CH:7][C:6]=1[Cl:11])=O.[OH:12][C:13]1[CH:18]=[CH:17][C:16]([NH:19][C:20]([NH2:22])=[S:21])=[CH:15][CH:14]=1, predict the reaction product. (4) Given the reactants Cl[C:2]1[C:7]([C:8]([F:11])([F:10])[F:9])=[CH:6][CH:5]=[CH:4][N:3]=1.[CH3:12][C@@H:13]1[CH2:18][NH:17][CH2:16][CH2:15][NH:14]1.C([O-])([O-])=O.[K+].[K+], predict the reaction product. The product is: [CH3:12][CH:13]1[NH:14][CH2:15][CH2:16][N:17]([C:2]2[C:7]([C:8]([F:11])([F:10])[F:9])=[CH:6][CH:5]=[CH:4][N:3]=2)[CH2:18]1. (5) Given the reactants [CH3:1][O:2][C:3](=[O:29])[CH2:4][CH2:5][CH2:6][CH2:7][CH2:8][CH:9]([O:25][CH2:26][CH:27]=[CH2:28])[C:10](=[O:24])[NH:11][C:12]1[CH:13]=[N:14][CH:15]=[CH:16][C:17]=1[O:18][CH2:19][CH2:20][CH2:21]C=C.CO, predict the reaction product. The product is: [CH3:1][O:2][C:3](=[O:29])[CH2:4][CH2:5][CH2:6][CH2:7][CH2:8][CH:9]1[C:10](=[O:24])[NH:11][C:12]2[CH:13]=[N:14][CH:15]=[CH:16][C:17]=2[O:18][CH2:19][CH2:20][CH2:21][CH2:28][CH2:27][CH2:26][O:25]1. (6) Given the reactants [F:1][C:2]1[CH:3]=[C:4]([Mg]Br)[CH:5]=[CH:6][CH:7]=1.Br[C:11]1[CH:12]=[N:13][CH:14]=[N:15][CH:16]=1, predict the reaction product. The product is: [F:1][C:2]1[CH:3]=[C:4]([C:11]2[CH:12]=[N:13][CH:14]=[N:15][CH:16]=2)[CH:5]=[CH:6][CH:7]=1. (7) Given the reactants C[O:2][C:3]1[CH:16]=[CH:15][CH:14]=[C:13]2[C:4]=1[O:5][C:6]1[CH:7]=[C:8]([C:23]3[CH:28]=[CH:27][N:26]=[CH:25][CH:24]=3)[CH:9]=[CH:10][C:11]=1[CH:12]2[CH:17]1[CH2:22][CH2:21][NH:20][CH2:19][CH2:18]1.C(N(CC)C(C1C=CC2C(C3CCNCC3)C3C(OC=2C=1)=C(OC)C=CC=3)=O)C, predict the reaction product. The product is: [NH:20]1[CH2:19][CH2:18][CH:17]([CH:12]2[C:13]3[CH:14]=[CH:15][CH:16]=[C:3]([OH:2])[C:4]=3[O:5][C:6]3[C:11]2=[CH:10][CH:9]=[C:8]([C:23]2[CH:28]=[CH:27][N:26]=[CH:25][CH:24]=2)[CH:7]=3)[CH2:22][CH2:21]1. (8) Given the reactants S(=O)(=O)(O)O.[Cl:6][C:7]1[C:8]([NH2:23])=[N:9][C:10]([CH:20]2[CH2:22][CH2:21]2)=[N:11][C:12]=1[CH:13]([O:17]CC)[O:14][CH2:15][CH3:16].S(OOS([O-])(=O)=O)([O-])(=O)=O.[NH4+].[NH4+].C(=O)(O)[O-].[Na+], predict the reaction product. The product is: [NH2:23][C:8]1[N:9]=[C:10]([CH:20]2[CH2:22][CH2:21]2)[N:11]=[C:12]([C:13]([O:14][CH2:15][CH3:16])=[O:17])[C:7]=1[Cl:6]. (9) Given the reactants Cl[C:2]1[N:3]=[C:4]([NH:12][C:13]2[NH:17][N:16]=[C:15]([CH3:18])[CH:14]=2)[C:5]2[CH:11]=[CH:10][CH:9]=[N:8][C:6]=2[N:7]=1.[C:19]([O:23][C:24](=[O:32])[NH:25][C:26]12[CH2:31][CH:30]1[CH2:29][NH:28][CH2:27]2)([CH3:22])([CH3:21])[CH3:20].C(N(C(C)C)CC)(C)C, predict the reaction product. The product is: [C:19]([O:23][C:24](=[O:32])[NH:25][C:26]12[CH2:31][CH:30]1[CH2:29][N:28]([C:2]1[N:3]=[C:4]([NH:12][C:13]3[CH:14]=[C:15]([CH3:18])[NH:16][N:17]=3)[C:5]3[CH:11]=[CH:10][CH:9]=[N:8][C:6]=3[N:7]=1)[CH2:27]2)([CH3:22])([CH3:20])[CH3:21]. (10) The product is: [NH2:24][C:22](=[O:23])[C:21](=[O:25])[CH:20]([NH:19][C:13]([C@H:8]1[CH2:9][CH2:10][C:11](=[O:12])[N:7]1[CH2:6][C:5]1[CH:16]=[CH:17][CH:18]=[C:3]([C:1]#[N:2])[CH:4]=1)=[O:15])[CH2:26][C:27]1[CH:28]=[CH:29][CH:30]=[CH:31][CH:32]=1. Given the reactants [C:1]([C:3]1[CH:4]=[C:5]([CH:16]=[CH:17][CH:18]=1)[CH2:6][N:7]1[C:11](=[O:12])[CH2:10][CH2:9][C@@H:8]1[C:13]([OH:15])=O)#[N:2].[NH2:19][CH:20]([CH2:26][C:27]1[CH:32]=[CH:31][CH:30]=[CH:29][CH:28]=1)[CH:21]([OH:25])[C:22]([NH2:24])=[O:23].O[NH-].O=[N-], predict the reaction product.